This data is from CYP3A4 inhibition data for predicting drug metabolism from PubChem BioAssay. The task is: Regression/Classification. Given a drug SMILES string, predict its absorption, distribution, metabolism, or excretion properties. Task type varies by dataset: regression for continuous measurements (e.g., permeability, clearance, half-life) or binary classification for categorical outcomes (e.g., BBB penetration, CYP inhibition). Dataset: cyp3a4_veith. (1) The compound is O=C1NCN(c2ccccc2)C12CCN(CCCC(c1ccc(F)cc1)c1ccc(F)cc1)CC2. The result is 0 (non-inhibitor). (2) The compound is CN(CC(=O)N1CCN(c2ccccc2)CC1)S(=O)(=O)c1cnc[nH]1. The result is 1 (inhibitor). (3) The drug is O=C(O)CCCCCn1c(SCC(=O)N2CCCC2)nc2ccsc2c1=O. The result is 0 (non-inhibitor).